This data is from Forward reaction prediction with 1.9M reactions from USPTO patents (1976-2016). The task is: Predict the product of the given reaction. (1) Given the reactants F[P-](F)(F)(F)(F)F.N1(OC(N(C)C)=[N+](C)C)C2N=CC=CC=2N=N1.[Br:25][C:26]1[CH:31]=[CH:30][C:29]([CH2:32][NH:33][CH3:34])=[CH:28][C:27]=1[Cl:35].[C:36]([O:40][C:41]([NH:43][CH2:44][CH2:45][C:46]([OH:48])=O)=[O:42])([CH3:39])([CH3:38])[CH3:37].CCN(C(C)C)C(C)C, predict the reaction product. The product is: [Br:25][C:26]1[CH:31]=[CH:30][C:29]([CH2:32][N:33]([CH3:34])[C:46](=[O:48])[CH2:45][CH2:44][NH:43][C:41](=[O:42])[O:40][C:36]([CH3:37])([CH3:38])[CH3:39])=[CH:28][C:27]=1[Cl:35]. (2) Given the reactants [CH2:1]([O:8][C:9]1([C:12]2[CH:17]=[CH:16][C:15]([C:18]#[C:19][C:20]3[CH:25]=[CH:24][C:23]([CH2:26][C:27]([O:29]C)=[O:28])=[CH:22][CH:21]=3)=[CH:14][C:13]=2[CH2:31][CH3:32])[CH2:11][CH2:10]1)[C:2]1[CH:7]=[CH:6][CH:5]=[CH:4][CH:3]=1.[OH-].[Na+], predict the reaction product. The product is: [CH2:1]([O:8][C:9]1([C:12]2[CH:17]=[CH:16][C:15]([C:18]#[C:19][C:20]3[CH:21]=[CH:22][C:23]([CH2:26][C:27]([OH:29])=[O:28])=[CH:24][CH:25]=3)=[CH:14][C:13]=2[CH2:31][CH3:32])[CH2:10][CH2:11]1)[C:2]1[CH:3]=[CH:4][CH:5]=[CH:6][CH:7]=1. (3) Given the reactants [N+:1]([C:4]1[CH:5]=[C:6]([CH:38]=[C:39]([N+:41]([O-])=O)[CH:40]=1)[C:7]([NH:9][C:10]1[CH:15]=[CH:14][C:13]([O:16][C:17]2[CH:22]=[CH:21][CH:20]=[C:19]([CH2:23][CH2:24][CH2:25][CH2:26][CH2:27][CH2:28][CH2:29][CH2:30][CH2:31][CH2:32][CH2:33][CH2:34][CH2:35][CH2:36][CH3:37])[CH:18]=2)=[CH:12][CH:11]=1)=[O:8])([O-])=O, predict the reaction product. The product is: [NH2:1][C:4]1[CH:5]=[C:6]([CH:38]=[C:39]([NH2:41])[CH:40]=1)[C:7]([NH:9][C:10]1[CH:11]=[CH:12][C:13]([O:16][C:17]2[CH:22]=[CH:21][CH:20]=[C:19]([CH2:23][CH2:24][CH2:25][CH2:26][CH2:27][CH2:28][CH2:29][CH2:30][CH2:31][CH2:32][CH2:33][CH2:34][CH2:35][CH2:36][CH3:37])[CH:18]=2)=[CH:14][CH:15]=1)=[O:8].